Dataset: Catalyst prediction with 721,799 reactions and 888 catalyst types from USPTO. Task: Predict which catalyst facilitates the given reaction. Reactant: [F:1][C:2]1[C:7](=[O:8])[N:6]([CH2:9][C:10]2[CH:17]=[CH:16][CH:15]=[CH:14][C:11]=2[C:12]#[N:13])[C:5](Cl)=[N:4][CH:3]=1.Cl.Cl.[NH2:21][C@@H:22]1[CH2:27][CH2:26][CH2:25][NH:24][CH2:23]1.C(=O)(O)[O-].[Na+]. Product: [NH2:21][C@@H:22]1[CH2:27][CH2:26][CH2:25][N:24]([C:5]2[N:6]([CH2:9][C:10]3[CH:17]=[CH:16][CH:15]=[CH:14][C:11]=3[C:12]#[N:13])[C:7](=[O:8])[C:2]([F:1])=[CH:3][N:4]=2)[CH2:23]1. The catalyst class is: 653.